From a dataset of Full USPTO retrosynthesis dataset with 1.9M reactions from patents (1976-2016). Predict the reactants needed to synthesize the given product. (1) Given the product [CH3:1][C:2]1[C:6]([CH2:7][C:8]2[NH:9][C:10]3[CH:16]=[CH:15][C:14]([CH2:17][C:18]([NH:32][CH:31]([C:25]4[CH:26]=[CH:27][C:28]([CH3:30])=[CH:29][C:24]=4[CH3:23])[C:33]4[CH:34]=[CH:35][CH:36]=[CH:37][CH:38]=4)=[O:20])=[CH:13][C:11]=3[N:12]=2)=[C:5]([CH3:22])[O:4][N:3]=1, predict the reactants needed to synthesize it. The reactants are: [CH3:1][C:2]1[C:6]([CH2:7][C:8]2[NH:12][C:11]3[CH:13]=[C:14]([CH2:17][C:18]([O:20]C)=O)[CH:15]=[CH:16][C:10]=3[N:9]=2)=[C:5]([CH3:22])[O:4][N:3]=1.[CH3:23][C:24]1[CH:29]=[C:28]([CH3:30])[CH:27]=[CH:26][C:25]=1[CH:31]([C:33]1[CH:38]=[CH:37][CH:36]=[CH:35][CH:34]=1)[NH2:32].CC1C=C(C)C=CC=1C(N)COC(C)C. (2) Given the product [Cl:8][C:4]1[CH:5]=[CH:6][CH:7]=[C:2]([Cl:1])[C:3]=1[C:9]1[C:13]([CH2:14][O:15][C:16]2[N:21]=[C:20]([O:22][CH3:23])[C:19]([NH2:24])=[CH:18][CH:17]=2)=[C:12]([CH:27]([CH3:29])[CH3:28])[O:11][N:10]=1, predict the reactants needed to synthesize it. The reactants are: [Cl:1][C:2]1[CH:7]=[CH:6][CH:5]=[C:4]([Cl:8])[C:3]=1[C:9]1[C:13]([CH2:14][O:15][C:16]2[N:21]=[C:20]([O:22][CH3:23])[C:19]([N+:24]([O-])=O)=[CH:18][CH:17]=2)=[C:12]([CH:27]([CH3:29])[CH3:28])[O:11][N:10]=1.C(O)(=O)C. (3) Given the product [F:1][C:2]([F:11])([F:12])[C:3]1[CH:10]=[CH:9][CH:8]=[CH:7][C:4]=1[C:5]1([NH2:6])[CH2:14][CH2:13]1, predict the reactants needed to synthesize it. The reactants are: [F:1][C:2]([F:12])([F:11])[C:3]1[CH:10]=[CH:9][CH:8]=[CH:7][C:4]=1[C:5]#[N:6].[CH2:13]([Mg]Br)[CH3:14].B(F)(F)F. (4) Given the product [CH:33]1([C:31]2[N:32]=[C:26]([CH:12]3[CH2:13][CH:14]([C:16]4[CH:17]=[CH:18][C:19]([C:22]([F:24])([F:23])[F:25])=[CH:20][CH:21]=4)[CH2:15][N:10]([C:8]([N:5]4[CH2:4][CH2:3][CH:2]([OH:1])[CH2:7][CH2:6]4)=[O:9])[CH2:11]3)[O:27][N:30]=2)[CH2:35][CH2:34]1, predict the reactants needed to synthesize it. The reactants are: [OH:1][CH:2]1[CH2:7][CH2:6][N:5]([C:8]([N:10]2[CH2:15][CH:14]([C:16]3[CH:21]=[CH:20][C:19]([C:22]([F:25])([F:24])[F:23])=[CH:18][CH:17]=3)[CH2:13][CH:12]([C:26](O)=[O:27])[CH2:11]2)=[O:9])[CH2:4][CH2:3]1.O[N:30]=[C:31]([CH:33]1[CH2:35][CH2:34]1)[NH2:32].